Dataset: Full USPTO retrosynthesis dataset with 1.9M reactions from patents (1976-2016). Task: Predict the reactants needed to synthesize the given product. (1) Given the product [CH2:22]([N:3]1[C:4]2[C:9](=[CH:8][CH:7]=[CH:6][CH:5]=2)[C:10]([S:11][C:12]2[CH:13]=[C:14]([CH2:18][C:19]([OH:21])=[O:20])[CH:15]=[CH:16][CH:17]=2)=[C:2]1[CH3:1])[C:23]1[CH:28]=[CH:27][CH:26]=[CH:25][CH:24]=1, predict the reactants needed to synthesize it. The reactants are: [CH3:1][C:2]1[NH:3][C:4]2[C:9]([C:10]=1[S:11][C:12]1[CH:13]=[C:14]([CH2:18][C:19]([OH:21])=[O:20])[CH:15]=[CH:16][CH:17]=1)=[CH:8][CH:7]=[CH:6][CH:5]=2.[CH2:22](Br)[C:23]1[CH:28]=[CH:27][CH:26]=[CH:25][CH:24]=1. (2) Given the product [F:25][C:26]1[CH:31]=[CH:30][CH:29]=[CH:28][C:27]=1[N:32]1[C:40]2[C:35](=[C:36]([N:41]3[CH2:48][C@@H:47]4[C@@H:43]([N:44]([C:52](=[O:53])[C:51]([OH:50])([CH3:56])[CH3:55])[CH2:45][CH2:46]4)[C:42]3=[O:49])[CH:37]=[CH:38][CH:39]=2)[CH:34]=[N:33]1, predict the reactants needed to synthesize it. The reactants are: F[P-](F)(F)(F)(F)F.CN(C(N1C2C(=NC=CC=2)[N+]([O-])=N1)=[N+](C)C)C.[F:25][C:26]1[CH:31]=[CH:30][CH:29]=[CH:28][C:27]=1[N:32]1[C:40]2[C:35](=[C:36]([N:41]3[CH2:48][C@@H:47]4[C@@H:43]([NH:44][CH2:45][CH2:46]4)[C:42]3=[O:49])[CH:37]=[CH:38][CH:39]=2)[CH:34]=[N:33]1.[OH:50][C:51]([CH3:56])([CH3:55])[C:52](O)=[O:53].C(N(CC)CC)C.